The task is: Regression. Given two drug SMILES strings and cell line genomic features, predict the synergy score measuring deviation from expected non-interaction effect.. This data is from NCI-60 drug combinations with 297,098 pairs across 59 cell lines. (1) Drug 1: C1=NC2=C(N=C(N=C2N1C3C(C(C(O3)CO)O)F)Cl)N. Drug 2: CC(C)CN1C=NC2=C1C3=CC=CC=C3N=C2N. Cell line: LOX IMVI. Synergy scores: CSS=0.215, Synergy_ZIP=-1.73, Synergy_Bliss=-3.96, Synergy_Loewe=-4.07, Synergy_HSA=-3.65. (2) Drug 1: C1CC(=O)NC(=O)C1N2CC3=C(C2=O)C=CC=C3N. Drug 2: CCC(=C(C1=CC=CC=C1)C2=CC=C(C=C2)OCCN(C)C)C3=CC=CC=C3.C(C(=O)O)C(CC(=O)O)(C(=O)O)O. Cell line: NCI-H322M. Synergy scores: CSS=4.53, Synergy_ZIP=0.684, Synergy_Bliss=4.11, Synergy_Loewe=4.49, Synergy_HSA=3.77. (3) Drug 1: CC(CN1CC(=O)NC(=O)C1)N2CC(=O)NC(=O)C2. Drug 2: CNC(=O)C1=NC=CC(=C1)OC2=CC=C(C=C2)NC(=O)NC3=CC(=C(C=C3)Cl)C(F)(F)F. Cell line: T-47D. Synergy scores: CSS=24.6, Synergy_ZIP=-1.33, Synergy_Bliss=-1.34, Synergy_Loewe=-2.19, Synergy_HSA=-0.359.